From a dataset of Peptide-MHC class I binding affinity with 185,985 pairs from IEDB/IMGT. Regression. Given a peptide amino acid sequence and an MHC pseudo amino acid sequence, predict their binding affinity value. This is MHC class I binding data. (1) The peptide sequence is QGWKGSPAI. The MHC is HLA-B15:03 with pseudo-sequence HLA-B15:03. The binding affinity (normalized) is 0.517. (2) The peptide sequence is PLSPDTCLLA. The MHC is HLA-A68:02 with pseudo-sequence HLA-A68:02. The binding affinity (normalized) is 0.110.